Dataset: Reaction yield outcomes from USPTO patents with 853,638 reactions. Task: Predict the reaction yield, written as a fraction of the theoretical maximum amount of product (1.0 means a 100% yield; for example, 0.34 means a 34% yield). (1) The reactants are [CH3:1][C:2]1[N:3]([C:8]2[CH:9]=[CH:10][C:11]([C:14]3[N:19]=[N:18][C:17]([N:20]([CH2:28][C:29]4([C:33]5[C:38]([F:39])=[CH:37][CH:36]=[CH:35][N:34]=5)[CH2:32][CH2:31][CH2:30]4)C(=O)OC(C)(C)C)=[CH:16][CH:15]=3)=[N:12][CH:13]=2)[C:4]([CH3:7])=[CH:5][CH:6]=1.C(O)(C(F)(F)F)=O. The catalyst is C(Cl)Cl. The product is [CH3:7][C:4]1[N:3]([C:8]2[CH:9]=[CH:10][C:11]([C:14]3[N:19]=[N:18][C:17]([NH:20][CH2:28][C:29]4([C:33]5[C:38]([F:39])=[CH:37][CH:36]=[CH:35][N:34]=5)[CH2:30][CH2:31][CH2:32]4)=[CH:16][CH:15]=3)=[N:12][CH:13]=2)[C:2]([CH3:1])=[CH:6][CH:5]=1. The yield is 0.460. (2) The reactants are [S:1]1[CH:5]=[CH:4][N:3]=[C:2]1[NH:6][S:7]([C:10]1[CH:15]=[CH:14][C:13]([CH:16]2[CH2:21][CH2:20][N:19](C(=O)C(F)(F)F)[CH2:18][CH2:17]2)=[CH:12][CH:11]=1)(=[O:9])=[O:8].[OH-].[Na+]. The catalyst is CC(O)=O. The product is [NH:19]1[CH2:18][CH2:17][CH:16]([C:13]2[CH:12]=[CH:11][C:10]([S:7]([NH:6][C:2]3[S:1][CH:5]=[CH:4][N:3]=3)(=[O:8])=[O:9])=[CH:15][CH:14]=2)[CH2:21][CH2:20]1. The yield is 0.870. (3) The reactants are Cl.[CH2:2]([O:9][C:10]1[C:11]([NH:17][C:18]2[S:19][CH:20]=[C:21]([CH3:23])[N:22]=2)=[N:12][CH:13]=[C:14](Br)[CH:15]=1)[C:3]1[CH:8]=[CH:7][CH:6]=[CH:5][CH:4]=1.[Li]C.C([Li])CCC.[CH3:31][S:32]SC.[Cl-].[NH4+]. The catalyst is C1COCC1. The product is [CH2:2]([O:9][C:10]1[C:11]([NH:17][C:18]2[S:19][CH:20]=[C:21]([CH3:23])[N:22]=2)=[N:12][CH:13]=[C:14]([S:32][CH3:31])[CH:15]=1)[C:3]1[CH:8]=[CH:7][CH:6]=[CH:5][CH:4]=1. The yield is 0.745. (4) The reactants are [CH:1]1[C:10]2[C:5](=[CH:6][CH:7]=[CH:8][CH:9]=2)[CH:4]=[C:3]([CH:11]=O)[N:2]=1.[NH:13]1[CH:17]=[CH:16][N:15]=[C:14]1[NH:18][C:19]([C:21]1[C:29]2[NH:28][C:27]([NH2:30])=[N:26][C:25]=2[CH:24]=[CH:23][CH:22]=1)=[O:20].[BH4-].[Na+]. The catalyst is ClCCCl.CC(O[Ti](OC(C)C)(OC(C)C)OC(C)C)C. The product is [NH:15]1[CH:16]=[CH:17][N:13]=[C:14]1[NH:18][C:19]([C:21]1[C:29]2[N:28]=[C:27]([NH:30][CH2:11][C:3]3[N:2]=[CH:1][C:10]4[C:5]([CH:4]=3)=[CH:6][CH:7]=[CH:8][CH:9]=4)[NH:26][C:25]=2[CH:24]=[CH:23][CH:22]=1)=[O:20]. The yield is 0.0700. (5) The reactants are [CH2:1]([N:5]([CH2:37][CH2:38][CH2:39][CH3:40])[C:6]([C:8]1[CH:12]=[C:11]([CH3:13])[N:10]([C:14]2[CH:19]=[CH:18][C:17]([N+:20]([O-:22])=[O:21])=[CH:16][C:15]=2[C:23]([N:25]2[C@H:34]([CH2:35][OH:36])[CH2:33][C:32]3[C:27](=[CH:28][CH:29]=[CH:30][CH:31]=3)[CH2:26]2)=[O:24])[N:9]=1)=[O:7])[CH2:2][CH2:3][CH3:4].[Si:41](Cl)([C:44]([CH3:47])([CH3:46])[CH3:45])([CH3:43])[CH3:42].N1C=CN=C1. The catalyst is C(Cl)Cl.O. The product is [CH2:37]([N:5]([CH2:1][CH2:2][CH2:3][CH3:4])[C:6]([C:8]1[CH:12]=[C:11]([CH3:13])[N:10]([C:14]2[CH:19]=[CH:18][C:17]([N+:20]([O-:22])=[O:21])=[CH:16][C:15]=2[C:23]([N:25]2[C@H:34]([CH2:35][O:36][Si:41]([C:44]([CH3:47])([CH3:46])[CH3:45])([CH3:43])[CH3:42])[CH2:33][C:32]3[C:27](=[CH:28][CH:29]=[CH:30][CH:31]=3)[CH2:26]2)=[O:24])[N:9]=1)=[O:7])[CH2:38][CH2:39][CH3:40]. The yield is 0.640.